This data is from Reaction yield outcomes from USPTO patents with 853,638 reactions. The task is: Predict the reaction yield, written as a fraction of the theoretical maximum amount of product (1.0 means a 100% yield; for example, 0.34 means a 34% yield). (1) The reactants are Br[C:2]1[CH:7]=[CH:6][C:5]([CH2:8][C:9]([O:11][CH2:12][CH3:13])=[O:10])=[CH:4][CH:3]=1.[C:14]([N:17]1[C:26]2[C:21](=[CH:22][C:23](B3OC(C)(C)C(C)(C)O3)=[CH:24][CH:25]=2)[C@H:20]([NH:36][C:37](=[O:42])[O:38][CH:39]([CH3:41])[CH3:40])[CH2:19][C@@H:18]1[CH3:43])(=[O:16])[CH3:15].C(=O)([O-])[O-].[K+].[K+].O1CCOCC1. The catalyst is C1C=CC(P(C2C=CC=CC=2)[C-]2C=CC=C2)=CC=1.C1C=CC(P(C2C=CC=CC=2)[C-]2C=CC=C2)=CC=1.Cl[Pd]Cl.[Fe+2].O. The product is [C:14]([N:17]1[C:26]2[C:21](=[CH:22][C:23]([C:2]3[CH:7]=[CH:6][C:5]([CH2:8][C:9]([O:11][CH2:12][CH3:13])=[O:10])=[CH:4][CH:3]=3)=[CH:24][CH:25]=2)[C@H:20]([NH:36][C:37]([O:38][CH:39]([CH3:41])[CH3:40])=[O:42])[CH2:19][C@@H:18]1[CH3:43])(=[O:16])[CH3:15]. The yield is 0.597. (2) The reactants are Br[C:2]12[CH2:11][CH:6]3[CH2:7][CH:8]([CH2:10][C:4]([CH3:12])([CH2:5]3)[CH2:3]1)[CH2:9]2.[CH:13]([OH:15])=[O:14]. The catalyst is OS(O)(=O)=O.OS(O)(=O)=O.O=S(=O)=O.[OH-].[Na+]. The product is [CH3:12][C:4]12[CH2:10][CH:8]3[CH2:9][CH:2]([CH2:11][C:6]([C:13]([OH:15])=[O:14])([CH2:7]3)[CH2:5]1)[CH2:3]2. The yield is 0.850. (3) The reactants are C(OC([NH:8][CH:9]([C:28](=[O:32])[N:29]([CH3:31])[CH3:30])[CH2:10][C:11]1[CH:16]=[CH:15][C:14]([C:17]2[CH:22]=[CH:21][C:20]([CH2:23][CH2:24][C:25]([OH:27])=[O:26])=[CH:19][CH:18]=2)=[CH:13][CH:12]=1)=O)(C)(C)C.C(Cl)[Cl:34]. No catalyst specified. The product is [ClH:34].[NH2:8][CH:9]([C:28](=[O:32])[N:29]([CH3:31])[CH3:30])[CH2:10][C:11]1[CH:12]=[CH:13][C:14]([C:17]2[CH:22]=[CH:21][C:20]([CH2:23][CH2:24][C:25]([OH:27])=[O:26])=[CH:19][CH:18]=2)=[CH:15][CH:16]=1. The yield is 0.830. (4) The reactants are [Br:1][C:2]1[CH:7]=[CH:6][C:5]([C:8]2([C:11]([OH:13])=[O:12])[CH2:10][CH2:9]2)=[CH:4][CH:3]=1.[C:14]([O-])([O-])=O.[K+].[K+].CI. The catalyst is CN(C=O)C. The product is [CH3:14][O:12][C:11]([C:8]1([C:5]2[CH:4]=[CH:3][C:2]([Br:1])=[CH:7][CH:6]=2)[CH2:10][CH2:9]1)=[O:13]. The yield is 0.941. (5) The reactants are C([O:4][C:5]1[CH:10]=[CH:9][CH:8]=[CH:7][C:6]=1[C:11](=[O:21])[NH:12][C:13]1[S:14][CH:15]=[C:16]([S:18]([CH3:20])=[O:19])[N:17]=1)(=O)C.Cl. The catalyst is C1COCC1. The product is [OH:4][C:5]1[CH:10]=[CH:9][CH:8]=[CH:7][C:6]=1[C:11]([NH:12][C:13]1[S:14][CH:15]=[C:16]([S:18]([CH3:20])=[O:19])[N:17]=1)=[O:21]. The yield is 0.790. (6) The reactants are [Br:1][C:2]1[CH:7]=[CH:6][C:5]([C:8]2[CH:16]=[CH:15][CH:14]=[C:13]3[C:9]=2[CH2:10][C:11](=[O:17])[NH:12]3)=[CH:4][CH:3]=1.[CH2:18]([N:20]([CH2:34][CH3:35])[CH2:21][CH2:22][NH:23][C:24]([C:26]1[NH:27][C:28]([CH:32]=O)=[C:29]([CH3:31])[CH:30]=1)=[O:25])[CH3:19]. The catalyst is C(O)C.N1CCCCC1. The product is [CH2:34]([N:20]([CH2:18][CH3:19])[CH2:21][CH2:22][NH:23][C:24]([C:26]1[NH:27][C:28]([CH:32]=[C:10]2[C:9]3[C:13](=[CH:14][CH:15]=[CH:16][C:8]=3[C:5]3[CH:4]=[CH:3][C:2]([Br:1])=[CH:7][CH:6]=3)[NH:12][C:11]2=[O:17])=[C:29]([CH3:31])[CH:30]=1)=[O:25])[CH3:35]. The yield is 0.200. (7) The reactants are N1C(Cl)=NC(Cl)=NC=1[Cl:3].CN(C)C=O.[Cl:15][C:16]1[C:17]([F:38])=[C:18]([CH:27]2[CH2:30][N:29]([C:31]([O:33][C:34]([CH3:37])([CH3:36])[CH3:35])=[O:32])[CH2:28]2)[C:19]([O:25][CH3:26])=[C:20]([CH:22](O)[CH3:23])[CH:21]=1.O. The yield is 0.530. The product is [Cl:15][C:16]1[C:17]([F:38])=[C:18]([CH:27]2[CH2:30][N:29]([C:31]([O:33][C:34]([CH3:37])([CH3:36])[CH3:35])=[O:32])[CH2:28]2)[C:19]([O:25][CH3:26])=[C:20]([CH:22]([Cl:3])[CH3:23])[CH:21]=1. The catalyst is ClCCl. (8) The reactants are [O:1]1[C:6]2[CH:7]=[CH:8][C:9](N)=[CH:10][C:5]=2[O:4][CH2:3][CH2:2]1.[C:12]([O:15]C(=O)C)(=O)[CH3:13].O.[N:20]1C=CC=CC=1. No catalyst specified. The product is [O:1]1[C:6]2[CH:7]=[CH:8][C:9]([CH2:13][C:12]([NH2:20])=[O:15])=[CH:10][C:5]=2[O:4][CH2:3][CH2:2]1. The yield is 0.710.